From a dataset of Forward reaction prediction with 1.9M reactions from USPTO patents (1976-2016). Predict the product of the given reaction. Given the reactants [Cl:1][C:2]1[C:3]([O:11][CH2:12][CH:13]2[CH2:15][CH2:14]2)=[CH:4][C:5]([C:8]([OH:10])=O)=[N:6][CH:7]=1.[NH2:16][C@@H:17]([CH2:21][CH:22]1[CH2:24][CH2:23]1)[C:18]([NH2:20])=[O:19], predict the reaction product. The product is: [C:18]([C@@H:17]([NH:16][C:8]([C:5]1[CH:4]=[C:3]([O:11][CH2:12][CH:13]2[CH2:15][CH2:14]2)[C:2]([Cl:1])=[CH:7][N:6]=1)=[O:10])[CH2:21][CH:22]1[CH2:24][CH2:23]1)(=[O:19])[NH2:20].